Dataset: Full USPTO retrosynthesis dataset with 1.9M reactions from patents (1976-2016). Task: Predict the reactants needed to synthesize the given product. (1) Given the product [CH3:49][CH2:50][CH:51]([C:1]([NH2:5])=[O:4])[CH2:52][CH:53]([C:54]([OH:56])=[O:55])[CH3:6], predict the reactants needed to synthesize it. The reactants are: [C:1]([NH2:5])(=[O:4])C=C.[C:6](O)(=O)C=C.[Na+].[Na+].[Na+].[Na+].C(N(CC([O-])=O)CC([O-])=O)CN(CC([O-])=O)CC([O-])=O.[OH-].[Na+].CCCCCCCC/C=C\CC[CH2:49][CH2:50][CH2:51][CH2:52][CH2:53][C:54]([O:56]C[C@@H](O)[C@H]1OC[C@H](O)[C@H]1O)=[O:55]. (2) Given the product [Cl:33][C:27]1[CH:28]=[C:29]([Cl:32])[CH:30]=[CH:31][C:26]=1[CH2:25][N:6]1[C:5]2[CH:7]=[C:8]([O:12][CH2:13][C:14]3[CH:23]=[CH:22][CH:21]=[CH:20][C:15]=3[C:16]([O:18][CH3:19])=[O:17])[CH:9]=[C:10]([CH3:11])[C:4]=2[N:3]=[C:2]1[CH3:1], predict the reactants needed to synthesize it. The reactants are: [CH3:1][C:2]1[NH:6][C:5]2[CH:7]=[C:8]([O:12][CH2:13][C:14]3[CH:23]=[CH:22][CH:21]=[CH:20][C:15]=3[C:16]([O:18][CH3:19])=[O:17])[CH:9]=[C:10]([CH3:11])[C:4]=2[N:3]=1.Cl[CH2:25][C:26]1[CH:31]=[CH:30][C:29]([Cl:32])=[CH:28][C:27]=1[Cl:33]. (3) Given the product [CH2:35]([O:34][C:8]1[CH:9]=[C:10]([CH2:12][N:13]2[CH2:16][C:15]3([CH2:20][C:19]([N:21]4[CH2:22][CH2:23][C:24]([CH2:32][CH3:33])([C:27]([OH:29])=[O:28])[CH2:25][CH2:26]4)=[N:18][O:17]3)[CH2:14]2)[CH:11]=[C:6]([O:5][CH2:3][CH3:4])[C:7]=1[C:37]1[CH:42]=[CH:41][C:40]([F:43])=[CH:39][C:38]=1[F:44])[CH3:36], predict the reactants needed to synthesize it. The reactants are: [OH-].[Na+].[CH2:3]([O:5][C:6]1[CH:11]=[C:10]([CH2:12][N:13]2[CH2:16][C:15]3([CH2:20][C:19]([N:21]4[CH2:26][CH2:25][C:24]([CH2:32][CH3:33])([C:27]([O:29]CC)=[O:28])[CH2:23][CH2:22]4)=[N:18][O:17]3)[CH2:14]2)[CH:9]=[C:8]([O:34][CH2:35][CH3:36])[C:7]=1[C:37]1[CH:42]=[CH:41][C:40]([F:43])=[CH:39][C:38]=1[F:44])[CH3:4]. (4) Given the product [C:20]1([N:23]([C:32]2[CH:37]=[CH:36][C:35]([NH:38][C:39]3[CH:44]=[CH:43][N:42]=[C:41]4[NH:45][CH:46]=[CH:47][C:40]=34)=[CH:34][CH:33]=2)[C:24]([C:26]2([C:29]([NH2:31])=[O:30])[CH2:28][CH2:27]2)=[O:25])[CH:19]=[CH:18][CH:17]=[CH:22][CH:21]=1, predict the reactants needed to synthesize it. The reactants are: NC1C=CC=CC=1.FC1C=CC(N)=CC=1.F[C:17]1[CH:22]=[CH:21][C:20]([N:23]([C:32]2[CH:37]=[CH:36][C:35]([NH:38][C:39]3[CH:44]=[CH:43][N:42]=[C:41]4[NH:45][CH:46]=[CH:47][C:40]=34)=[CH:34][CH:33]=2)[C:24]([C:26]2([C:29]([NH2:31])=[O:30])[CH2:28][CH2:27]2)=[O:25])=[CH:19][CH:18]=1. (5) Given the product [CH3:23][C:20]([C:24]1[CH:36]=[C:35]([C:37]([CH3:40])([CH3:41])[CH2:38][CH3:39])[CH:34]=[CH:33][C:25]=1[O:26][CH:27]([CH2:31][CH3:32])[C:28]([NH:11][C:10]1[CH:12]=[C:13]([Cl:17])[C:14]([CH2:15][CH3:16])=[C:8]([Cl:7])[C:9]=1[OH:18])=[O:29])([CH3:19])[CH2:21][CH3:22], predict the reactants needed to synthesize it. The reactants are: O.C([O-])(=O)C.[Na+].[Cl:7][C:8]1[C:9]([OH:18])=[C:10]([CH:12]=[C:13]([Cl:17])[C:14]=1[CH2:15][CH3:16])[NH2:11].[CH3:19][C:20]([C:24]1[CH:36]=[C:35]([C:37]([CH3:41])([CH3:40])[CH2:38][CH3:39])[CH:34]=[CH:33][C:25]=1[O:26][CH:27]([CH2:31][CH3:32])[C:28](Cl)=[O:29])([CH3:23])[CH2:21][CH3:22]. (6) Given the product [NH2:8][C:6]1[C:5]([F:11])=[CH:4][C:3]([CH:12]([C:18]([O:20][CH2:21][CH3:22])=[O:19])[C:13]([O:15][CH2:16][CH3:17])=[O:14])=[C:2]([F:1])[CH:7]=1, predict the reactants needed to synthesize it. The reactants are: [F:1][C:2]1[CH:7]=[C:6]([N+:8]([O-])=O)[C:5]([F:11])=[CH:4][C:3]=1[CH:12]([C:18]([O:20][CH2:21][CH3:22])=[O:19])[C:13]([O:15][CH2:16][CH3:17])=[O:14].C([O-])=O.[NH4+]. (7) Given the product [ClH:22].[C:36]([NH:40][C:41](=[O:49])[CH2:42][N:43]1[CH2:44][CH2:45][N:46]([C:30]([N:12]2[C@H:13]([C:23]3[CH:24]=[CH:25][C:26]([Cl:29])=[CH:27][CH:28]=3)[C@H:14]([C:16]3[CH:21]=[CH:20][C:19]([Cl:22])=[CH:18][CH:17]=3)[N:15]=[C:11]2[C:8]2[CH:9]=[CH:10][C:5]([C:1]([CH3:3])([CH3:2])[CH3:4])=[CH:6][C:7]=2[O:33][CH2:34][CH3:35])=[O:31])[CH2:47][CH2:48]1)([CH3:39])([CH3:37])[CH3:38], predict the reactants needed to synthesize it. The reactants are: [C:1]([C:5]1[CH:10]=[CH:9][C:8]([C:11]2[N:12]([C:30](Cl)=[O:31])[C@H:13]([C:23]3[CH:28]=[CH:27][C:26]([Cl:29])=[CH:25][CH:24]=3)[C@H:14]([C:16]3[CH:21]=[CH:20][C:19]([Cl:22])=[CH:18][CH:17]=3)[N:15]=2)=[C:7]([O:33][CH2:34][CH3:35])[CH:6]=1)([CH3:4])([CH3:3])[CH3:2].[C:36]([NH:40][C:41](=[O:49])[CH2:42][N:43]1[CH2:48][CH2:47][NH:46][CH2:45][CH2:44]1)([CH3:39])([CH3:38])[CH3:37]. (8) The reactants are: [NH2:1][C@H:2]([CH:20]([CH3:22])[CH3:21])[C:3]([N:5]1[CH2:10][CH2:9][N:8]([C:11]2[CH:16]=[CH:15][C:14]([Cl:17])=[CH:13][CH:12]=2)[C:7]([CH3:19])([CH3:18])[CH2:6]1)=[O:4].C(O)(C(F)(F)F)=O.CCN(C(C)C)C(C)C.[N:39]([CH:42]([CH3:44])[CH3:43])=[C:40]=[O:41]. Given the product [Cl:17][C:14]1[CH:15]=[CH:16][C:11]([N:8]2[CH2:9][CH2:10][N:5]([C:3](=[O:4])[C@H:2]([NH:1][C:40]([NH:39][CH:42]([CH3:44])[CH3:43])=[O:41])[CH:20]([CH3:22])[CH3:21])[CH2:6][C:7]2([CH3:18])[CH3:19])=[CH:12][CH:13]=1, predict the reactants needed to synthesize it. (9) Given the product [O:11]=[C:7]1[N:6]([C:12]2[CH:13]=[CH:14][CH:15]=[CH:16][CH:17]=2)[C:5]2[S:4][C:3]([C:18]#[N:19])=[C:2]([NH:1][C:21]3[CH:22]=[C:23]([CH3:27])[CH:24]=[CH:25][CH:26]=3)[C:10]=2[CH:9]=[CH:8]1, predict the reactants needed to synthesize it. The reactants are: [NH2:1][C:2]1[C:10]2[CH:9]=[CH:8][C:7](=[O:11])[N:6]([C:12]3[CH:17]=[CH:16][CH:15]=[CH:14][CH:13]=3)[C:5]=2[S:4][C:3]=1[C:18]#[N:19].I[C:21]1[CH:22]=[C:23]([CH3:27])[CH:24]=[CH:25][CH:26]=1.[O-]P([O-])([O-])=O.[K+].[K+].[K+].